This data is from Reaction yield outcomes from USPTO patents with 853,638 reactions. The task is: Predict the reaction yield, written as a fraction of the theoretical maximum amount of product (1.0 means a 100% yield; for example, 0.34 means a 34% yield). The reactants are Cl[C:2]1[N:7]=[C:6]([N:8]2[CH2:13][CH2:12][O:11][CH2:10][CH2:9]2)[N:5]=[C:4]([N:14]2[CH2:19][CH2:18][O:17][CH2:16][CH2:15]2)[N:3]=1.C(=O)([O-])[O-].[Na+].[Na+].[NH2:26][C:27]1[CH:32]=[CH:31][C:30](B2OC(C)(C)C(C)(C)O2)=[CH:29][CH:28]=1. The catalyst is C1C=CC([P]([Pd]([P](C2C=CC=CC=2)(C2C=CC=CC=2)C2C=CC=CC=2)([P](C2C=CC=CC=2)(C2C=CC=CC=2)C2C=CC=CC=2)[P](C2C=CC=CC=2)(C2C=CC=CC=2)C2C=CC=CC=2)(C2C=CC=CC=2)C2C=CC=CC=2)=CC=1.COCCOC. The product is [N:14]1([C:4]2[N:5]=[C:6]([N:8]3[CH2:13][CH2:12][O:11][CH2:10][CH2:9]3)[N:7]=[C:2]([C:30]3[CH:31]=[CH:32][C:27]([NH2:26])=[CH:28][CH:29]=3)[N:3]=2)[CH2:19][CH2:18][O:17][CH2:16][CH2:15]1. The yield is 0.830.